Dataset: Catalyst prediction with 721,799 reactions and 888 catalyst types from USPTO. Task: Predict which catalyst facilitates the given reaction. (1) Reactant: Br[CH2:2][C:3]([C:5]1[CH:10]=[CH:9][C:8]([Cl:11])=[C:7]([Cl:12])[CH:6]=1)=O.Cl.[C:14]([NH2:22])(=[NH:21])[C:15]1[CH:20]=[CH:19][CH:18]=[CH:17][CH:16]=1.C(=O)(O)[O-].[K+]. Product: [C:15]1([C:14]2[NH:21][CH:2]=[C:3]([C:5]3[CH:10]=[CH:9][C:8]([Cl:11])=[C:7]([Cl:12])[CH:6]=3)[N:22]=2)[CH:20]=[CH:19][CH:18]=[CH:17][CH:16]=1. The catalyst class is: 30. (2) Reactant: C[O:2][C:3]1[C:9]2[CH:10]=[CH:11][CH:12]=[CH:13][C:8]=2[N:7]([C:14]([NH2:16])=[O:15])[C:6]2[CH:17]=[CH:18][CH:19]=[CH:20][C:5]=2[CH:4]=1.C(O)(=O)CC(CC(O)=O)(C(O)=O)O. Product: [CH:19]1[CH:18]=[CH:17][C:6]2[N:7]([C:14]([NH2:16])=[O:15])[C:8]3[CH:13]=[CH:12][CH:11]=[CH:10][C:9]=3[C:3](=[O:2])[CH2:4][C:5]=2[CH:20]=1. The catalyst class is: 6. (3) Reactant: [Si]([O:8][C:9]1([C:12]2[CH:17]=[CH:16][C:15]([CH:18]([CH3:39])[C:19]([NH:21][CH2:22][C:23]3[N:27]([C:28]4[CH:33]=[CH:32][CH:31]=[C:30]([Cl:34])[CH:29]=4)[N:26]=[C:25]([C:35]([F:38])([F:37])[F:36])[CH:24]=3)=[O:20])=[CH:14][C:13]=2[F:40])[CH2:11][CH2:10]1)(C(C)(C)C)(C)C.CCCC[N+](CCCC)(CCCC)CCCC.[F-]. Product: [Cl:34][C:30]1[CH:29]=[C:28]([N:27]2[C:23]([CH2:22][NH:21][C:19](=[O:20])[CH:18]([C:15]3[CH:16]=[CH:17][C:12]([C:9]4([OH:8])[CH2:10][CH2:11]4)=[C:13]([F:40])[CH:14]=3)[CH3:39])=[CH:24][C:25]([C:35]([F:38])([F:36])[F:37])=[N:26]2)[CH:33]=[CH:32][CH:31]=1. The catalyst class is: 1. (4) Reactant: C(O)(=O)C.[Br:5][C:6]1[CH:11]=[C:10]([CH3:12])[CH:9]=[CH:8][N:7]=1.[Br:13]N1C(=O)CCC1=O.C(OOC(=O)C1C=CC=CC=1)(=O)C1C=CC=CC=1. Product: [Br:5][C:6]1[CH:11]=[C:10]([CH2:12][Br:13])[CH:9]=[CH:8][N:7]=1. The catalyst class is: 53. (5) Reactant: [Cl:1][C:2]1[CH:3]=[C:4]2[C:8](=[CH:9][CH:10]=1)[NH:7][C:6]([NH:11]N)=[C:5]2[S:13]([C:16]1[CH:21]=[CH:20][CH:19]=[CH:18][CH:17]=1)(=[O:15])=[O:14]. Product: [Cl:1][C:2]1[CH:3]=[C:4]2[C:8](=[CH:9][CH:10]=1)[NH:7][C:6]([NH2:11])=[C:5]2[S:13]([C:16]1[CH:21]=[CH:20][CH:19]=[CH:18][CH:17]=1)(=[O:15])=[O:14]. The catalyst class is: 94. (6) Reactant: [NH:1]([C:3]1[CH:8]=[CH:7][CH:6]=[CH:5][N:4]=1)[NH2:2].C(O[CH:12]=[C:13]([C:16]#[N:17])[C:14]#[N:15])C.C(N(CC)CC)C. Product: [NH2:17][C:16]1[N:1]([C:3]2[CH:8]=[CH:7][CH:6]=[CH:5][N:4]=2)[N:2]=[CH:12][C:13]=1[C:14]#[N:15]. The catalyst class is: 8.